Task: Predict the product of the given reaction.. Dataset: Forward reaction prediction with 1.9M reactions from USPTO patents (1976-2016) Given the reactants [Cl:1][C:2]1[N:3]=[C:4](Cl)[C:5]2[CH2:10][N:9]([C:11]([O:13][CH2:14][CH:15]3[C:27]4[CH:26]=[CH:25][CH:24]=[CH:23][C:22]=4[C:21]4[C:16]3=[CH:17][CH:18]=[CH:19][CH:20]=4)=[O:12])[CH2:8][C:6]=2[N:7]=1.[SH:29][C:30]1[CH:35]=[CH:34][C:33]([NH:36][C:37]([CH:39]2[CH2:41][CH2:40]2)=[O:38])=[CH:32][CH:31]=1, predict the reaction product. The product is: [Cl:1][C:2]1[N:3]=[C:4]([S:29][C:30]2[CH:31]=[CH:32][C:33]([NH:36][C:37]([CH:39]3[CH2:40][CH2:41]3)=[O:38])=[CH:34][CH:35]=2)[C:5]2[CH2:10][N:9]([C:11]([O:13][CH2:14][CH:15]3[C:16]4[CH:17]=[CH:18][CH:19]=[CH:20][C:21]=4[C:22]4[C:27]3=[CH:26][CH:25]=[CH:24][CH:23]=4)=[O:12])[CH2:8][C:6]=2[N:7]=1.